This data is from Merck oncology drug combination screen with 23,052 pairs across 39 cell lines. The task is: Regression. Given two drug SMILES strings and cell line genomic features, predict the synergy score measuring deviation from expected non-interaction effect. Synergy scores: synergy=-31.2. Drug 1: Cn1nnc2c(C(N)=O)ncn2c1=O. Drug 2: C#Cc1cccc(Nc2ncnc3cc(OCCOC)c(OCCOC)cc23)c1. Cell line: NCIH1650.